From a dataset of Full USPTO retrosynthesis dataset with 1.9M reactions from patents (1976-2016). Predict the reactants needed to synthesize the given product. Given the product [CH3:25][C:23]1[CH:22]=[CH:21][N:20]=[C:19]([NH:18][C:15]2[S:16][CH:17]=[C:13]([C:11]3[C:10]([C:26]4[CH2:27][N:28]([C:31]([O:33][CH3:34])=[O:32])[CH2:29][CH:30]=4)=[N:9][NH:8][CH:12]=3)[N:14]=2)[N:24]=1, predict the reactants needed to synthesize it. The reactants are: COC1C=CC(C[N:8]2[CH:12]=[C:11]([C:13]3[N:14]=[C:15]([NH:18][C:19]4[N:24]=[C:23]([CH3:25])[CH:22]=[CH:21][N:20]=4)[S:16][CH:17]=3)[C:10]([C:26]3[CH2:27][N:28]([C:31]([O:33][CH3:34])=[O:32])[CH2:29][CH:30]=3)=[N:9]2)=CC=1.